Dataset: Forward reaction prediction with 1.9M reactions from USPTO patents (1976-2016). Task: Predict the product of the given reaction. (1) Given the reactants [NH:1]1[CH:5]=[CH:4][CH:3]=[N:2]1.C1(C)C=CC=CC=1.[CH3:13][N:14]([CH3:19])[S:15](Cl)(=[O:17])=[O:16], predict the reaction product. The product is: [CH3:13][N:14]([CH3:19])[S:15]([N:1]1[CH:5]=[CH:4][CH:3]=[N:2]1)(=[O:17])=[O:16]. (2) Given the reactants C[N:2](C)[CH:3]=[C:4]([C:7]([C:9]1[S:13][C:12]([NH:14][CH3:15])=[N:11][C:10]=1[CH3:16])=O)[C:5]#N.[O:18]1[CH2:23][CH2:22][N:21]([S:24]([C:27]2[CH:32]=[CH:31][C:30]([NH:33][C:34]([NH2:36])=[NH:35])=[CH:29][CH:28]=2)(=[O:26])=[O:25])[CH2:20][CH2:19]1, predict the reaction product. The product is: [CH3:16][C:10]1[N:11]=[C:12]([NH:14][CH3:15])[S:13][C:9]=1[C:7]1[C:4]([C:3]#[N:2])=[CH:5][N:36]=[C:34]([NH:33][C:30]2[CH:29]=[CH:28][C:27]([S:24]([N:21]3[CH2:22][CH2:23][O:18][CH2:19][CH2:20]3)(=[O:25])=[O:26])=[CH:32][CH:31]=2)[N:35]=1. (3) Given the reactants C([O:4][C:5](=[O:28])[CH2:6][C:7]1([CH2:13][NH:14][C:15]([O:17][CH:18]2[C:26]3[C:21](=[CH:22][CH:23]=[CH:24][CH:25]=3)[C:20](=[O:27])[O:19]2)=[O:16])[CH2:12][CH2:11][CH2:10][CH2:9][CH2:8]1)C=C.C(O)=O, predict the reaction product. The product is: [O:27]=[C:20]1[C:21]2[C:26](=[CH:25][CH:24]=[CH:23][CH:22]=2)[CH:18]([O:17][C:15]([NH:14][CH2:13][C:7]2([CH2:6][C:5]([OH:28])=[O:4])[CH2:12][CH2:11][CH2:10][CH2:9][CH2:8]2)=[O:16])[O:19]1. (4) Given the reactants [CH3:1][O:2][C:3]1[CH:4]=[C:5]([CH:11]2[CH:16]([N+:17]([O-:19])=[O:18])[CH2:15][CH2:14][C:13](=[O:20])[CH2:12]2)[CH:6]=[CH:7][C:8]=1[O:9][CH3:10].C([BH-](C(CC)C)C(CC)C)(CC)C.[K+].OO.P([O-])([O-])([O-])=O, predict the reaction product. The product is: [CH3:1][O:2][C:3]1[CH:4]=[C:5]([CH:11]2[CH:16]([N+:17]([O-:19])=[O:18])[CH2:15][CH2:14][CH:13]([OH:20])[CH2:12]2)[CH:6]=[CH:7][C:8]=1[O:9][CH3:10]. (5) Given the reactants Br[CH2:2][CH2:3][CH2:4][CH2:5][CH2:6][CH2:7][O:8][CH2:9][CH2:10][C:11]#[CH:12].C(=O)(O)[O-:14].[Na+], predict the reaction product. The product is: [CH2:9]([O:8][CH2:7][CH2:6][CH2:5][CH2:4][CH2:3][CH:2]=[O:14])[CH2:10][C:11]#[CH:12]. (6) Given the reactants Br[C:2]1[CH:3]=[C:4]2[C:9](=[C:10]([Cl:12])[CH:11]=1)[N:8]=[CH:7][CH:6]=[CH:5]2.[CH:13]([B-](F)(F)F)=[CH2:14].[K+].C(N(CC)CC)C, predict the reaction product. The product is: [Cl:12][C:10]1[CH:11]=[C:2]([CH:13]=[CH2:14])[CH:3]=[C:4]2[C:9]=1[N:8]=[CH:7][CH:6]=[CH:5]2. (7) Given the reactants NC1C=C[C:5]([NH:8][C:9]2[S:10][CH:11]=[C:12]([C:14]3[S:18][C:17]([NH:19][C:20]([NH2:22])=[NH:21])=[N:16][C:15]=3[CH3:23])[N:13]=2)=CC=1.[CH3:24]N(C)C(N)=S, predict the reaction product. The product is: [CH3:24][N:8]([CH3:5])[C:9]1[S:10][CH:11]=[C:12]([C:14]2[S:18][C:17]([NH:19][C:20]([NH2:22])=[NH:21])=[N:16][C:15]=2[CH3:23])[N:13]=1. (8) The product is: [C:29]([C:28]1[CH:32]=[CH:33][C:34]2[NH:35][C:15]([C:12]3[CH:11]=[C:10]([CH:17]4[CH2:21][CH2:20][O:19][C:18]4=[O:22])[C:9]([OH:42])=[C:8]([C:6]4[CH:7]=[C:2]([F:1])[CH:3]=[CH:4][CH:5]=4)[C:13]=3[OH:14])=[N:25][C:26]=2[CH:27]=1)(=[NH:31])[NH2:30]. Given the reactants [F:1][C:2]1[CH:3]=[CH:4][C:5](O)=[C:6]([C:8]2[C:13]([OH:14])=[C:12]([CH:15]=O)[CH:11]=[C:10]([CH:17]3[CH2:21][CH2:20][O:19][C:18]3=[O:22])[CH:9]=2)[CH:7]=1.Cl.[NH2:25][C:26]1[CH:27]=[C:28]([CH:32]=[CH:33][C:34]=1[NH2:35])[C:29]([NH2:31])=[NH:30].C1(=O)C=CC(=[O:42])C=C1, predict the reaction product. (9) Given the reactants [ClH:1].[CH2:2]([O:4][C@@H:5]([CH2:9][C:10]1[CH:15]=[CH:14][C:13]([C:16]2[CH:21]=[CH:20][CH:19]=[C:18]([N:22]([CH3:33])[C:23]([NH:25][CH2:26][CH2:27][CH2:28][CH2:29][CH2:30][CH2:31][CH3:32])=[O:24])[N:17]=2)=[CH:12][CH:11]=1)[C:6]([OH:8])=[O:7])[CH3:3], predict the reaction product. The product is: [ClH:1].[CH2:2]([O:4][C@@H:5]([CH2:9][C:10]1[CH:15]=[CH:14][C:13]([C:16]2[CH:21]=[CH:20][CH:19]=[C:18]([N:22]([CH3:33])[C:23]([NH:25][CH2:26][CH2:27][CH2:28][CH2:29][CH2:30][CH2:31][CH3:32])=[O:24])[N:17]=2)=[CH:12][CH:11]=1)[C:6]([OH:8])=[O:7])[CH3:3].